This data is from Cav3 T-type calcium channel HTS with 100,875 compounds. The task is: Binary Classification. Given a drug SMILES string, predict its activity (active/inactive) in a high-throughput screening assay against a specified biological target. (1) The molecule is S1C2C(C(c3sc(=O)[nH]c13)c1ccccc1)C(=O)N(C2=O)c1ccc(cc1)C. The result is 0 (inactive). (2) The drug is Brc1ccc(OCCOC(=O)c2nn3c(cc(nc3n2)C)C)cc1. The result is 0 (inactive). (3) The drug is o\1[nH]c(nc1=C1/C=CC(=O)C=C1)c1c(cccc1)C. The result is 0 (inactive). (4) The molecule is BrC1C2(C(C1(CC2)C(=O)Nc1cc(ccc1)C)(C)C)C. The result is 1 (active).